From a dataset of Catalyst prediction with 721,799 reactions and 888 catalyst types from USPTO. Predict which catalyst facilitates the given reaction. (1) Reactant: [CH2:1]([O:3][C:4]1[CH:9]=[C:8]([C:10]([O:12][CH2:13][CH3:14])=[O:11])[CH:7]=[C:6](OS(C(F)(F)F)(=O)=O)[C:5]=1[C:23]1[CH:28]=[CH:27][C:26]([F:29])=[CH:25][CH:24]=1)[CH3:2].[CH:30]1(B(O)O)[CH2:32][CH2:31]1.C1(P(C2CCCCC2)C2C=CC=CC=2C2C(OC)=CC=CC=2OC)CCCCC1.C(=O)([O-])[O-].[Na+].[Na+]. Product: [CH:30]1([C:6]2[CH:7]=[C:8]([C:10]([O:12][CH2:13][CH3:14])=[O:11])[CH:9]=[C:4]([O:3][CH2:1][CH3:2])[C:5]=2[C:23]2[CH:24]=[CH:25][C:26]([F:29])=[CH:27][CH:28]=2)[CH2:32][CH2:31]1. The catalyst class is: 720. (2) Reactant: [NH2:1][C@@H:2]([C:5]1[CH:10]=[CH:9][CH:8]=[CH:7][CH:6]=1)[CH2:3][OH:4].CCN(CC)CC.[Cl:18][CH2:19][C:20](Cl)=[O:21]. Product: [Cl:18][CH2:19][C:20]([NH:1][C@@H:2]([C:5]1[CH:10]=[CH:9][CH:8]=[CH:7][CH:6]=1)[CH2:3][OH:4])=[O:21]. The catalyst class is: 79. (3) Reactant: [CH3:1][C@@H:2]1[CH2:8][NH:7][CH2:6][C:5]2[CH:9]=[CH:10][C:11]([C:13]([O:15][CH3:16])=[O:14])=[CH:12][C:4]=2[O:3]1.[H-].[Na+].Br[CH2:20][C:21]1[CH:26]=[CH:25][C:24]([O:27][CH3:28])=[CH:23][CH:22]=1. Product: [CH3:28][O:27][C:24]1[CH:25]=[CH:26][C:21]([CH2:20][N:7]2[CH2:6][C:5]3[CH:9]=[CH:10][C:11]([C:13]([O:15][CH3:16])=[O:14])=[CH:12][C:4]=3[O:3][C@H:2]([CH3:1])[CH2:8]2)=[CH:22][CH:23]=1. The catalyst class is: 1. (4) Reactant: [OH-:1].[Na+].C(OC(=O)[N:9]([N:22]1[C:31](=[O:32])[C:30]2[C:25](=[C:26]([Br:34])[CH:27]=[C:28]([CH3:33])[CH:29]=2)[N:24]=[CH:23]1)[C:10]1[CH:15]=[C:14]([Cl:16])[CH:13]=[CH:12][C:11]=1[S:17]([CH2:20][CH3:21])(=[O:19])=[O:18])(C)(C)C.Cl. The catalyst class is: 20. Product: [Br:34][C:26]1[CH:27]=[C:28]([CH3:33])[CH:29]=[C:30]2[C:25]=1[NH:24][C:23](=[O:1])[N:22]([NH:9][C:10]1[CH:15]=[C:14]([Cl:16])[CH:13]=[CH:12][C:11]=1[S:17]([CH2:20][CH3:21])(=[O:19])=[O:18])[C:31]2=[O:32]. (5) Reactant: CS(Cl)(=O)=O.[F:6][C:7]1[CH:12]=[CH:11][C:10]([C@@H:13]([N:15]2[CH2:20][CH2:19][CH2:18][CH:17]([CH:21](O)[C:22]3[CH:27]=[CH:26][C:25]([N:28]4[CH:32]=[C:31]([CH3:33])[N:30]=[CH:29]4)=[C:24]([O:34][CH3:35])[CH:23]=3)[C:16]2=[O:37])[CH3:14])=[CH:9][CH:8]=1.C(N(CC)CC)C. Product: [F:6][C:7]1[CH:12]=[CH:11][C:10]([C@@H:13]([N:15]2[CH2:20][CH2:19][CH2:18]/[C:17](=[CH:21]\[C:22]3[CH:27]=[CH:26][C:25]([N:28]4[CH:32]=[C:31]([CH3:33])[N:30]=[CH:29]4)=[C:24]([O:34][CH3:35])[CH:23]=3)/[C:16]2=[O:37])[CH3:14])=[CH:9][CH:8]=1. The catalyst class is: 11. (6) Reactant: [C:1]1([C:7](=[O:14])[CH2:8][CH2:9][CH2:10][CH2:11][CH2:12][CH3:13])[CH:6]=[CH:5][CH:4]=[CH:3][CH:2]=1.[Br:15]Br.C([O-])(O)=O.[Na+].ClCCl. Product: [Br:15][CH:8]([CH2:9][CH2:10][CH2:11][CH2:12][CH3:13])[C:7]([C:1]1[CH:6]=[CH:5][CH:4]=[CH:3][CH:2]=1)=[O:14]. The catalyst class is: 48.